From a dataset of Full USPTO retrosynthesis dataset with 1.9M reactions from patents (1976-2016). Predict the reactants needed to synthesize the given product. (1) Given the product [F:20][C:15]1[CH:16]=[CH:17][CH:18]=[CH:19][C:14]=1[C:11]1[N:10]=[CH:9][C:8]([NH:7][C:5](=[O:6])[C:4]2[CH:21]=[CH:22][C:23]([S:24][CH3:25])=[C:2]([NH:1][C:33](=[O:34])[CH2:32][N:26]3[CH2:31][CH2:30][O:29][CH2:28][CH2:27]3)[CH:3]=2)=[CH:13][CH:12]=1, predict the reactants needed to synthesize it. The reactants are: [NH2:1][C:2]1[CH:3]=[C:4]([CH:21]=[CH:22][C:23]=1[S:24][CH3:25])[C:5]([NH:7][C:8]1[CH:9]=[N:10][C:11]([C:14]2[CH:19]=[CH:18][CH:17]=[CH:16][C:15]=2[F:20])=[CH:12][CH:13]=1)=[O:6].[N:26]1([CH2:32][C:33](O)=[O:34])[CH2:31][CH2:30][O:29][CH2:28][CH2:27]1.C1CN([P+](ON2N=NC3C=CC=CC2=3)(N2CCCC2)N2CCCC2)CC1.F[P-](F)(F)(F)(F)F.C(N(C(C)C)C(C)C)C. (2) The reactants are: [CH2:1]([O:4][C:5]1[CH:6]=[C:7]([CH:12]=[C:13]([C:15]#[N:16])[CH:14]=1)[C:8]([O:10]C)=[O:9])[CH:2]=[CH2:3].[OH-].[Li+]. Given the product [CH2:1]([O:4][C:5]1[CH:6]=[C:7]([CH:12]=[C:13]([C:15]#[N:16])[CH:14]=1)[C:8]([OH:10])=[O:9])[CH:2]=[CH2:3], predict the reactants needed to synthesize it. (3) Given the product [N+:1]([C:4]1[CH:10]=[CH:9][C:7]([NH:8][C:16](=[O:17])[C:15]2[CH:19]=[CH:20][CH:21]=[C:13]([C:12]([F:11])([F:22])[F:23])[CH:14]=2)=[CH:6][CH:5]=1)([O-:3])=[O:2], predict the reactants needed to synthesize it. The reactants are: [N+:1]([C:4]1[CH:10]=[CH:9][C:7]([NH2:8])=[CH:6][CH:5]=1)([O-:3])=[O:2].[F:11][C:12]([F:23])([F:22])[C:13]1[CH:14]=[C:15]([CH:19]=[CH:20][CH:21]=1)[C:16](Cl)=[O:17]. (4) Given the product [C:10]([C:7]1[CH:8]=[CH:9][C:10]2[C@@:17]3([CH3:21])[C:18]([CH3:20])([CH3:19])[C@H:13]([N:14]([C:22]([C@@H:24]4[CH2:29][CH2:28][C@H:27]([C:30]([OH:32])=[O:31])[CH2:26][CH2:25]4)=[O:23])[CH2:15][CH2:16]3)[CH2:12][C:11]=2[C:6]=1[OH:5])([CH3:17])([CH3:11])[CH3:9], predict the reactants needed to synthesize it. The reactants are: O=S(Cl)Cl.[OH:5][C:6]1[C:11]2[CH2:12][C@@H:13]3[C:18]([CH3:20])([CH3:19])[C@:17]([CH3:21])([C:10]=2[CH:9]=[CH:8][CH:7]=1)[CH2:16][CH2:15][N:14]3[C:22]([C@@H:24]1[CH2:29][CH2:28][C@H:27]([C:30]([OH:32])=[O:31])[CH2:26][CH2:25]1)=[O:23]. (5) Given the product [Cl:1][C:2]1[CH:3]=[CH:4][C:5]([OH:11])=[C:6]([CH:10]=1)[C:7]([NH:13][C@H:14]([C:16]1[CH:25]=[CH:24][C:19]([C:20]([O:22][CH3:23])=[O:21])=[CH:18][CH:17]=1)[CH3:15])=[O:9], predict the reactants needed to synthesize it. The reactants are: [Cl:1][C:2]1[CH:3]=[CH:4][C:5]([OH:11])=[C:6]([CH:10]=1)[C:7]([OH:9])=O.Cl.[NH2:13][C@H:14]([C:16]1[CH:25]=[CH:24][C:19]([C:20]([O:22][CH3:23])=[O:21])=[CH:18][CH:17]=1)[CH3:15].Cl.CN(C)CCCN=C=NCC.O.ON1C2C=CC=CC=2N=N1.C(N(CC)CC)C.C(=O)(O)[O-].[Na+]. (6) Given the product [CH3:23][N:16]1[C:15]2[C:10]3[C:11](=[C:4]4[C:5](=[N:8][C:9]=3[C:22]3[CH:21]=[CH:20][CH:19]=[CH:18][C:17]1=3)[CH:6]=[CH:7][C:2]([C:25]#[N:27])=[CH:3]4)[CH:12]=[CH:13][CH:14]=2, predict the reactants needed to synthesize it. The reactants are: Cl[C:2]1[CH:7]=[CH:6][C:5]2=[N:8][C:9]3[C:22]4[CH:21]=[CH:20][CH:19]=[CH:18][C:17]=4[N:16]([CH3:23])[C:15]4[C:10]=3[C:11]([CH:12]=[CH:13][CH:14]=4)=[C:4]2[CH:3]=1.C[C:25]([N:27](C)C)=O. (7) The reactants are: CO[CH:3](OC)[N:4]([CH3:6])[CH3:5].[CH3:9][O:10][C:11]1[CH:21]=[C:20]([O:22][CH3:23])[CH:19]=[CH:18][C:12]=1[CH2:13][NH:14][C:15]([NH2:17])=[S:16]. Given the product [CH3:9][O:10][C:11]1[CH:21]=[C:20]([O:22][CH3:23])[CH:19]=[CH:18][C:12]=1[CH2:13][NH:14][C:15]([N:17]=[CH:3][N:4]([CH3:5])[CH3:6])=[S:16], predict the reactants needed to synthesize it. (8) Given the product [N:5]12[CH2:12][CH2:11][CH:8]([CH2:9][CH2:10]1)[C@@H:7]([NH:13][C:14]([C:16]1[O:17][C:18]3[CH:24]=[C:23]([C:3]#[C:2][CH2:1][OH:4])[CH:22]=[CH:21][C:19]=3[CH:20]=1)=[O:15])[CH2:6]2, predict the reactants needed to synthesize it. The reactants are: [CH2:1]([OH:4])[C:2]#[CH:3].[N:5]12[CH2:12][CH2:11][CH:8]([CH2:9][CH2:10]1)[C@@H:7]([NH:13][C:14]([C:16]1[O:17][C:18]3[CH:24]=[C:23](Br)[CH:22]=[CH:21][C:19]=3[CH:20]=1)=[O:15])[CH2:6]2.N1CCCC1.[OH-].[Na+].